This data is from Peptide-MHC class II binding affinity with 134,281 pairs from IEDB. The task is: Regression. Given a peptide amino acid sequence and an MHC pseudo amino acid sequence, predict their binding affinity value. This is MHC class II binding data. (1) The peptide sequence is IKRIHEYKRQLMNIL. The MHC is DRB3_0101 with pseudo-sequence DRB3_0101. The binding affinity (normalized) is 0.405. (2) The peptide sequence is EIYEDVTFQQKVL. The MHC is DRB1_0401 with pseudo-sequence DRB1_0401. The binding affinity (normalized) is 0.174. (3) The peptide sequence is QWHKEGSSIGKLFTQ. The MHC is HLA-DQA10303-DQB10402 with pseudo-sequence HLA-DQA10303-DQB10402. The binding affinity (normalized) is 0. (4) The peptide sequence is EKKYFAATQREPLAA. The MHC is HLA-DPA10103-DPB10601 with pseudo-sequence HLA-DPA10103-DPB10601. The binding affinity (normalized) is 0.244. (5) The peptide sequence is LVKPGAGIMIFDPYG. The MHC is HLA-DQA10501-DQB10201 with pseudo-sequence HLA-DQA10501-DQB10201. The binding affinity (normalized) is 0.0794. (6) The peptide sequence is VRILRRVHHRKYLTD. The MHC is HLA-DQA10201-DQB10202 with pseudo-sequence HLA-DQA10201-DQB10202. The binding affinity (normalized) is 0.202.